This data is from NCI-60 drug combinations with 297,098 pairs across 59 cell lines. The task is: Regression. Given two drug SMILES strings and cell line genomic features, predict the synergy score measuring deviation from expected non-interaction effect. (1) Drug 1: C1CCN(CC1)CCOC2=CC=C(C=C2)C(=O)C3=C(SC4=C3C=CC(=C4)O)C5=CC=C(C=C5)O. Drug 2: CCN(CC)CCCC(C)NC1=C2C=C(C=CC2=NC3=C1C=CC(=C3)Cl)OC. Cell line: NCIH23. Synergy scores: CSS=16.3, Synergy_ZIP=-1.80, Synergy_Bliss=1.06, Synergy_Loewe=-4.61, Synergy_HSA=-2.95. (2) Drug 1: C1CCN(CC1)CCOC2=CC=C(C=C2)C(=O)C3=C(SC4=C3C=CC(=C4)O)C5=CC=C(C=C5)O. Synergy scores: CSS=-2.90, Synergy_ZIP=2.68, Synergy_Bliss=1.89, Synergy_Loewe=-3.35, Synergy_HSA=-2.32. Drug 2: CS(=O)(=O)OCCCCOS(=O)(=O)C. Cell line: NCI-H322M.